This data is from Catalyst prediction with 721,799 reactions and 888 catalyst types from USPTO. The task is: Predict which catalyst facilitates the given reaction. Reactant: [Br:1][C:2]1[CH:11]=[CH:10][C:9]2[N:8]=[CH:7][C:6]3[NH:12][C:13](=[O:26])[N:14]([C:15]4[CH:20]=[CH:19][C:18]([C:21]([CH3:25])([CH3:24])[C:22]#[N:23])=[CH:17][CH:16]=4)[C:5]=3[C:4]=2[CH:3]=1.[F-].[K+].[Br:29][C:30]1[CH:35]=[CH:34][CH:33]=[CH:32][C:31]=1[N:36]=[C:37]=[O:38].O. Product: [Br:1][C:2]1[CH:11]=[CH:10][C:9]2[N:8]=[CH:7][C:6]3[N:12]([C:37]([NH:36][C:31]4[CH:32]=[CH:33][CH:34]=[CH:35][C:30]=4[Br:29])=[O:38])[C:13](=[O:26])[N:14]([C:15]4[CH:20]=[CH:19][C:18]([C:21]([C:22]#[N:23])([CH3:24])[CH3:25])=[CH:17][CH:16]=4)[C:5]=3[C:4]=2[CH:3]=1. The catalyst class is: 48.